Dataset: Full USPTO retrosynthesis dataset with 1.9M reactions from patents (1976-2016). Task: Predict the reactants needed to synthesize the given product. Given the product [N:1]([CH2:4][C@@H:5]([C:6]1[CH:11]=[CH:10][C:9]([O:12][CH2:13][CH:14]([CH3:18])[CH2:15][CH2:16][CH3:17])=[CH:8][CH:7]=1)[NH2:19])=[N+:2]=[N-:3], predict the reactants needed to synthesize it. The reactants are: [N:1]([CH2:4][C@H:5]([NH:19]C(=O)OC(C)(C)C)[C:6]1[CH:11]=[CH:10][C:9]([O:12][CH2:13][CH:14]([CH3:18])[CH2:15][CH2:16][CH3:17])=[CH:8][CH:7]=1)=[N+:2]=[N-:3].FC(F)(F)C(O)=O.